This data is from Catalyst prediction with 721,799 reactions and 888 catalyst types from USPTO. The task is: Predict which catalyst facilitates the given reaction. (1) Reactant: [NH2:1][CH2:2][CH2:3][N:4]1[C:12]([C:13](OCC)=[O:14])=[CH:11][C:10]2[CH:9]3[CH2:18][CH:6]([CH2:7][CH2:8]3)[C:5]1=2.C[O-].[Na+]. Product: [CH:6]12[CH2:18][CH:9]([CH2:8][CH2:7]1)[C:10]1[CH:11]=[C:12]3[N:4]([CH2:3][CH2:2][NH:1][C:13]3=[O:14])[C:5]2=1. The catalyst class is: 8. (2) Reactant: [CH3:1][C:2]([CH3:17])([CH2:12][C:13]([F:16])([F:15])[F:14])[C:3](=[O:11])[CH2:4][C:5]1[CH:10]=[CH:9][CH:8]=[CH:7][CH:6]=1.N1CCCC[CH2:19]1.C=O. Product: [CH3:1][C:2]([CH3:17])([CH2:12][C:13]([F:14])([F:15])[F:16])[C:3](=[O:11])[C:4]([C:5]1[CH:10]=[CH:9][CH:8]=[CH:7][CH:6]=1)=[CH2:19]. The catalyst class is: 15. (3) Reactant: [NH2:1][C:2]1[CH:10]=[C:9]([O:11][CH2:12][C:13]2[CH:18]=[CH:17][CH:16]=[CH:15][CH:14]=2)[C:8]([O:19][CH3:20])=[CH:7][C:3]=1[C:4]([NH2:6])=[O:5].[CH3:21]N(C=NC=[N+](C)C)C.[Cl-].C([O-])(=O)C.[Na+].CC(OCC1C2C(=CC=CC=2)C(COC(C)=O)=C2C=1C=CC=C2)=O. Product: [CH2:12]([O:11][C:9]1[CH:10]=[C:2]2[C:3]([C:4](=[O:5])[NH:6][CH:21]=[N:1]2)=[CH:7][C:8]=1[O:19][CH3:20])[C:13]1[CH:14]=[CH:15][CH:16]=[CH:17][CH:18]=1. The catalyst class is: 12. (4) Reactant: C(OC([N:8]1[CH2:13][CH2:12][N:11]([CH2:14][CH:15]([OH:32])[CH:16]([N:23]2[C:31]3[C:26](=[CH:27][CH:28]=[CH:29][CH:30]=3)[CH:25]=[CH:24]2)[C:17]2[CH:22]=[CH:21][CH:20]=[CH:19][CH:18]=2)[CH2:10][CH2:9]1)=O)(C)(C)C.[ClH:33].Cl.N1(C(C2C=CC=CC=2)C(O)CN2CCN(C)CC2)C2C(=CC=CC=2)C=C1.C(OC(N1CCNCC1)=O)(C)(C)C.Cl.O1CCOCC1. Product: [ClH:33].[ClH:33].[N:23]1([CH:16]([C:17]2[CH:22]=[CH:21][CH:20]=[CH:19][CH:18]=2)[CH:15]([OH:32])[CH2:14][N:11]2[CH2:10][CH2:9][NH:8][CH2:13][CH2:12]2)[C:31]2[C:26](=[CH:27][CH:28]=[CH:29][CH:30]=2)[CH:25]=[CH:24]1. The catalyst class is: 27.